Dataset: Forward reaction prediction with 1.9M reactions from USPTO patents (1976-2016). Task: Predict the product of the given reaction. (1) The product is: [F:1][C:2]1[CH:7]=[CH:6][C:5]([C:8]2[C:12]([CH2:13][O:14][C:15]3[CH:16]=[C:17]([C:21]([N:36]4[CH2:37][C:34]5([CH2:31][O:32][CH2:33]5)[CH2:35]4)=[O:22])[N:18]([CH3:20])[N:19]=3)=[C:11]([CH3:24])[O:10][N:9]=2)=[CH:4][CH:3]=1. Given the reactants [F:1][C:2]1[CH:7]=[CH:6][C:5]([C:8]2[C:12]([CH2:13][O:14][C:15]3[CH:16]=[C:17]([C:21](O)=[O:22])[N:18]([CH3:20])[N:19]=3)=[C:11]([CH3:24])[O:10][N:9]=2)=[CH:4][CH:3]=1.C([O-])(=O)C([O-])=O.[CH2:31]1[C:34]2([CH2:37][NH2+:36][CH2:35]2)[CH2:33][O:32]1.[CH2:31]1[C:34]2([CH2:37][NH2+:36][CH2:35]2)[CH2:33][O:32]1, predict the reaction product. (2) Given the reactants Br[CH2:2][C:3]1[CH:8]=[CH:7][C:6]([C:9]2[CH:13]=[C:12]([C:14]([NH2:16])=[O:15])[O:11][N:10]=2)=[CH:5][CH:4]=1.[Cl:17][C:18]1[C:19]([CH3:25])=[C:20]([OH:24])[CH:21]=[CH:22][CH:23]=1.C([O-])([O-])=O.[K+].[K+], predict the reaction product. The product is: [Cl:17][C:18]1[C:19]([CH3:25])=[C:20]([CH:21]=[CH:22][CH:23]=1)[O:24][CH2:2][C:3]1[CH:8]=[CH:7][C:6]([C:9]2[CH:13]=[C:12]([C:14]([NH2:16])=[O:15])[O:11][N:10]=2)=[CH:5][CH:4]=1. (3) Given the reactants [F:1][C:2]1[C:7]([CH:8]([OH:24])[C:9]2[C:17]3[C:12](=[N:13][CH:14]=[C:15]([C:18]4[CH:19]=[N:20][CH:21]=[CH:22][CH:23]=4)[CH:16]=3)[NH:11][CH:10]=2)=[C:6]([F:25])[CH:5]=[CH:4][C:3]=1[NH:26][S:27]([CH:30]([CH3:32])[CH3:31])(=[O:29])=[O:28].CC(OI1(OC(C)=O)(OC(C)=O)OC(=O)C2C1=CC=CC=2)=O.S([O-])([O-])(=O)=S.[Na+].[Na+].C(=O)([O-])[O-].[K+].[K+], predict the reaction product. The product is: [F:1][C:2]1[C:7]([C:8]([C:9]2[C:17]3[C:12](=[N:13][CH:14]=[C:15]([C:18]4[CH:19]=[N:20][CH:21]=[CH:22][CH:23]=4)[CH:16]=3)[NH:11][CH:10]=2)=[O:24])=[C:6]([F:25])[CH:5]=[CH:4][C:3]=1[NH:26][S:27]([CH:30]([CH3:32])[CH3:31])(=[O:29])=[O:28].